Dataset: Catalyst prediction with 721,799 reactions and 888 catalyst types from USPTO. Task: Predict which catalyst facilitates the given reaction. (1) Product: [Cl:12][CH:2]1[CH:6]=[C:5]([CH3:7])[C:4](=[O:8])[N:3]1[CH2:9][C:10]#[CH:11]. Reactant: O[CH:2]1[CH:6]=[C:5]([CH3:7])[C:4](=[O:8])[N:3]1[CH2:9][C:10]#[CH:11].[Cl:12]C(N(C)C)=C(C)C.CN(C)C(=O)C(C)C. The catalyst class is: 4. (2) The catalyst class is: 102. Product: [Cl:24][C:21]1[CH:22]=[CH:23][C:18]([NH:1][C@H:2]2[C:11]3[C:6](=[CH:7][CH:8]=[CH:9][CH:10]=3)[N:5]([C:12](=[O:14])[CH3:13])[C@@H:4]([CH3:15])[C@@H:3]2[CH3:16])=[CH:19][CH:20]=1. Reactant: [NH2:1][C@H:2]1[C:11]2[C:6](=[CH:7][CH:8]=[CH:9][CH:10]=2)[N:5]([C:12](=[O:14])[CH3:13])[C@@H:4]([CH3:15])[C@@H:3]1[CH3:16].Br[C:18]1[CH:23]=[CH:22][C:21]([Cl:24])=[CH:20][CH:19]=1.CN(C1C(C2C(P(C3CCCCC3)C3CCCCC3)=CC=CC=2)=CC=CC=1)C.CC(C)([O-])C.[Na+]. (3) Reactant: [CH:1]1([C:4]2[S:25][C:7]3[NH:8][C:9](=[O:24])[N:10](CC4C=CC(OC)=CC=4OC)[C:11](=[O:12])[C:6]=3[CH:5]=2)[CH2:3][CH2:2]1.Br[CH2:27][C:28]1[C:33]([F:34])=[CH:32][C:31]([C:35]2[C:36]([C:41]#[N:42])=[CH:37][CH:38]=[CH:39][CH:40]=2)=[CH:30][C:29]=1[F:43].C(=O)([O-])[O-].[K+].[K+]. Product: [CH:1]1([C:4]2[S:25][C:7]3[N:8]([CH2:27][C:28]4[C:33]([F:34])=[CH:32][C:31]([C:35]5[C:36]([C:41]#[N:42])=[CH:37][CH:38]=[CH:39][CH:40]=5)=[CH:30][C:29]=4[F:43])[C:9](=[O:24])[NH:10][C:11](=[O:12])[C:6]=3[CH:5]=2)[CH2:3][CH2:2]1. The catalyst class is: 10. (4) Reactant: [CH2:1]([O:5][C@H:6]1[C@H:14]([CH3:15])[O:13][C:12](=[O:16])[C@@H:11]([NH:17]C(=O)OC(C)(C)C)[CH2:10][O:9][CH2:8][C@@H:7]1[CH2:25][C:26]1[CH:31]=[CH:30][C:29]([CH3:32])=[CH:28][CH:27]=1)[CH:2]([CH3:4])[CH3:3].Cl.O1CCOCC1. Product: [NH2:17][C@H:11]1[CH2:10][O:9][CH2:8][C@H:7]([CH2:25][C:26]2[CH:31]=[CH:30][C:29]([CH3:32])=[CH:28][CH:27]=2)[C@@H:6]([O:5][CH2:1][CH:2]([CH3:3])[CH3:4])[C@H:14]([CH3:15])[O:13][C:12]1=[O:16]. The catalyst class is: 2. (5) Reactant: [Cl:1][C:2]1[CH:7]=[N:6][C:5]2[N:8]([S:17]([C:20]3[CH:26]=[CH:25][C:23]([CH3:24])=[CH:22][CH:21]=3)(=[O:19])=[O:18])[C:9]([C:11]3[CH:12]=[N:13][N:14]([CH3:16])[CH:15]=3)=[CH:10][C:4]=2[C:3]=1/[C:27](=[N:29]/[OH:30])/[NH2:28].[OH:31][C:32]1([C:36](O)=[O:37])[CH2:35][CH2:34][CH2:33]1.O.ON1C2C=CC=CC=2N=N1.CN1CCOCC1.Cl.CN(C)CCCN=C=NCC. Product: [Cl:1][C:2]1[CH:7]=[N:6][C:5]2[N:8]([S:17]([C:20]3[CH:21]=[CH:22][C:23]([CH3:24])=[CH:25][CH:26]=3)(=[O:19])=[O:18])[C:9]([C:11]3[CH:12]=[N:13][N:14]([CH3:16])[CH:15]=3)=[CH:10][C:4]=2[C:3]=1/[C:27](=[N:29]/[O:30][C:36]([C:32]1([OH:31])[CH2:35][CH2:34][CH2:33]1)=[O:37])/[NH2:28]. The catalyst class is: 42. (6) Reactant: [CH3:1][C:2]1[CH:7]=[CH:6][C:5]([OH:8])=[CH:4][C:3]=1[N+:9]([O-:11])=[O:10].Cl[CH2:13][CH2:14][N:15]1[CH2:20][CH2:19][O:18][CH2:17][CH2:16]1.C([O-])([O-])=O.[Cs+].[Cs+].[Na+].[I-]. Product: [CH3:1][C:2]1[CH:7]=[CH:6][C:5]([O:8][CH2:13][CH2:14][N:15]2[CH2:20][CH2:19][O:18][CH2:17][CH2:16]2)=[CH:4][C:3]=1[N+:9]([O-:11])=[O:10]. The catalyst class is: 18. (7) Reactant: O.C1(C)C=CC(S(O)(=O)=O)=CC=1.[C:13]([CH:16]([CH2:22][C:23](=O)[C:24]1[CH:29]=[CH:28][CH:27]=[CH:26][CH:25]=1)[C:17]([O:19][CH2:20][CH3:21])=[O:18])(=O)[CH3:14].[O:31]1[CH2:36][CH2:35][N:34]([CH2:37][CH2:38][CH2:39][NH2:40])[CH2:33][CH2:32]1. Product: [CH3:14][C:13]1[N:40]([CH2:39][CH2:38][CH2:37][N:34]2[CH2:35][CH2:36][O:31][CH2:32][CH2:33]2)[C:23]([C:24]2[CH:29]=[CH:28][CH:27]=[CH:26][CH:25]=2)=[CH:22][C:16]=1[C:17]([O:19][CH2:20][CH3:21])=[O:18]. The catalyst class is: 8. (8) Reactant: [Br:1]Br.[N:3]1[C:8]2[NH:9][C:10]3[C:15]([C:7]=2[CH:6]=[CH:5][CH:4]=1)=[CH:14][C:13]([C:16]([O:18][CH3:19])=[O:17])=[CH:12][CH:11]=3.C(=O)([O-])[O-].[K+].[K+]. Product: [Br:1][C:5]1[CH:4]=[N:3][C:8]2[NH:9][C:10]3[C:15]([C:7]=2[CH:6]=1)=[CH:14][C:13]([C:16]([O:18][CH3:19])=[O:17])=[CH:12][CH:11]=3. The catalyst class is: 3. (9) Reactant: C1C2C(COC(=O)[NH:17][CH2:18][CH2:19][CH2:20][CH2:21][C@H:22]([NH:45][C:46](=[O:58])[C@@H:47]([N:49]([C:51]([O:53][C:54]([CH3:57])([CH3:56])[CH3:55])=[O:52])[CH3:50])[CH3:48])[C:23]([N:25]3[CH2:29][CH2:28][CH2:27][C@H:26]3[C:30]3[CH:31]=[N:32][CH:33]=[C:34]([C:36](=[O:44])[C:37]4[CH:42]=[CH:41][C:40]([F:43])=[CH:39][CH:38]=4)[CH:35]=3)=[O:24])C3C(=CC=CC=3)C=2C=CC=1.CNC. Product: [C:54]([O:53][C:51](=[O:52])[N:49]([C@H:47]([C:46](=[O:58])[NH:45][C@H:22]([C:23]([N:25]1[CH2:29][CH2:28][CH2:27][C@H:26]1[C:30]1[CH:31]=[N:32][CH:33]=[C:34]([C:36](=[O:44])[C:37]2[CH:42]=[CH:41][C:40]([F:43])=[CH:39][CH:38]=2)[CH:35]=1)=[O:24])[CH2:21][CH2:20][CH2:19][CH2:18][NH2:17])[CH3:48])[CH3:50])([CH3:55])([CH3:56])[CH3:57]. The catalyst class is: 1.